From a dataset of Forward reaction prediction with 1.9M reactions from USPTO patents (1976-2016). Predict the product of the given reaction. (1) Given the reactants C(O)(=O)[C@@H]([C@H](C(O)=O)O)O.[CH2:11]([O:13][C:14](=[O:30])[CH2:15][O:16][C:17]1[CH:22]=[C:21]([CH:23]2[CH2:28][CH2:27][CH2:26][NH:25][CH2:24]2)[CH:20]=[CH:19][C:18]=1[CH3:29])[CH3:12].CN(C)CCCN=C=NCC.[CH3:42][C:43]1[N:44]=[C:45]([C:51]2[CH:56]=[CH:55][C:54]([C:57]([F:60])([F:59])[F:58])=[CH:53][CH:52]=2)[S:46][C:47]=1[C:48](O)=[O:49], predict the reaction product. The product is: [CH2:11]([O:13][C:14](=[O:30])[CH2:15][O:16][C:17]1[CH:22]=[C:21]([CH:23]2[CH2:28][CH2:27][CH2:26][N:25]([C:48]([C:47]3[S:46][C:45]([C:51]4[CH:52]=[CH:53][C:54]([C:57]([F:60])([F:58])[F:59])=[CH:55][CH:56]=4)=[N:44][C:43]=3[CH3:42])=[O:49])[CH2:24]2)[CH:20]=[CH:19][C:18]=1[CH3:29])[CH3:12]. (2) The product is: [CH3:34][CH:29]([N:1]1[CH2:6][CH2:5][CH:4]([C:7]2[NH:11][N:10]=[C:9]([C:12]3[CH:13]=[CH:14][C:15]([C:18]([F:20])([F:19])[F:21])=[CH:16][CH:17]=3)[C:8]=2[C:22]2[CH:23]=[CH:24][N:25]=[CH:26][CH:27]=2)[CH2:3][CH2:2]1)[CH3:28]. Given the reactants [NH:1]1[CH2:6][CH2:5][CH:4]([C:7]2[NH:11][N:10]=[C:9]([C:12]3[CH:17]=[CH:16][C:15]([C:18]([F:21])([F:20])[F:19])=[CH:14][CH:13]=3)[C:8]=2[C:22]2[CH:27]=[CH:26][N:25]=[CH:24][CH:23]=2)[CH2:3][CH2:2]1.[CH3:28][C:29](O)=O.[BH-](OC(C)=O)(OC(C)=O)O[C:34](C)=O.[Na+].[OH-].[Na+], predict the reaction product. (3) The product is: [ClH:32].[ClH:32].[Cl:33][C:28]1[CH:27]=[C:26]([C@H:14]([CH2:13][CH2:12][N:9]2[CH2:10][CH2:11][CH:6]([N:5]3[CH2:4][CH2:3][CH2:2][NH:1][C:34]3=[S:35])[CH2:7][CH2:8]2)[CH2:15][N:16]([CH3:25])[C:17](=[O:24])[C:18]2[CH:19]=[CH:20][CH:21]=[CH:22][CH:23]=2)[CH:31]=[CH:30][C:29]=1[Cl:32]. Given the reactants [NH2:1][CH2:2][CH2:3][CH2:4][NH:5][CH:6]1[CH2:11][CH2:10][N:9]([CH2:12][CH2:13][C@@H:14]([C:26]2[CH:31]=[CH:30][C:29]([Cl:32])=[C:28]([Cl:33])[CH:27]=2)[CH2:15][N:16]([CH3:25])[C:17](=[O:24])[C:18]2[CH:23]=[CH:22][CH:21]=[CH:20][CH:19]=2)[CH2:8][CH2:7]1.[C:34](N1C=CN=C1)(N1C=CN=C1)=[S:35], predict the reaction product. (4) Given the reactants [CH2:1]([N:8]1[CH:12]=[C:11]([CH2:13][NH:14][C:15]2[CH:20]=[CH:19][C:18]([CH:21]([CH3:23])[CH3:22])=[CH:17][CH:16]=2)[CH:10]=[N:9]1)[CH2:2][CH2:3][CH2:4][CH2:5][CH2:6][CH3:7].[CH:24]([C:27]1[CH:32]=[CH:31][CH:30]=[C:29]([CH:33]([CH3:35])[CH3:34])[C:28]=1[N:36]=[C:37]=[O:38])([CH3:26])[CH3:25], predict the reaction product. The product is: [CH:24]([C:27]1[CH:32]=[CH:31][CH:30]=[C:29]([CH:33]([CH3:34])[CH3:35])[C:28]=1[NH:36][C:37](=[O:38])[N:14]([CH2:13][C:11]1[CH:10]=[N:9][N:8]([CH2:1][CH2:2][CH2:3][CH2:4][CH2:5][CH2:6][CH3:7])[CH:12]=1)[C:15]1[CH:20]=[CH:19][C:18]([CH:21]([CH3:22])[CH3:23])=[CH:17][CH:16]=1)([CH3:25])[CH3:26]. (5) Given the reactants [F:1][C:2]([F:13])([F:12])[C:3](=[O:11])[CH2:4][C:5]([O:7][CH:8]([CH3:10])[CH3:9])=[O:6].[CH:14](OC(C)C)(OC(C)C)[O:15][CH:16]([CH3:18])[CH3:17], predict the reaction product. The product is: [CH:16]([O:15][CH:14]=[C:4]([C:3](=[O:11])[C:2]([F:12])([F:13])[F:1])[C:5]([O:7][CH:8]([CH3:10])[CH3:9])=[O:6])([CH3:18])[CH3:17].